From a dataset of NCI-60 drug combinations with 297,098 pairs across 59 cell lines. Regression. Given two drug SMILES strings and cell line genomic features, predict the synergy score measuring deviation from expected non-interaction effect. (1) Drug 1: CCCCCOC(=O)NC1=NC(=O)N(C=C1F)C2C(C(C(O2)C)O)O. Drug 2: C(CN)CNCCSP(=O)(O)O. Cell line: MALME-3M. Synergy scores: CSS=-3.45, Synergy_ZIP=-2.24, Synergy_Bliss=-7.45, Synergy_Loewe=-8.33, Synergy_HSA=-6.70. (2) Drug 1: CC1=C2C(C(=O)C3(C(CC4C(C3C(C(C2(C)C)(CC1OC(=O)C(C(C5=CC=CC=C5)NC(=O)OC(C)(C)C)O)O)OC(=O)C6=CC=CC=C6)(CO4)OC(=O)C)OC)C)OC. Drug 2: CC12CCC3C(C1CCC2=O)CC(=C)C4=CC(=O)C=CC34C. Cell line: HL-60(TB). Synergy scores: CSS=96.0, Synergy_ZIP=9.08, Synergy_Bliss=9.24, Synergy_Loewe=-12.3, Synergy_HSA=9.65.